Predict the product of the given reaction. From a dataset of Forward reaction prediction with 1.9M reactions from USPTO patents (1976-2016). (1) Given the reactants [Cl:1][CH2:2][CH2:3][CH2:4][CH2:5][N:6]1[C:11](=[O:12])[NH:10][C:9](=[O:13])[C:8]([CH3:14])=[N:7]1.[C:15]([C:19]1[N:24]=[C:23]([N:25]2[CH2:30][CH2:29][NH:28][CH2:27][CH2:26]2)[CH:22]=[C:21]([C:31]([F:34])([F:33])[F:32])[N:20]=1)([CH3:18])([CH3:17])[CH3:16], predict the reaction product. The product is: [ClH:1].[C:15]([C:19]1[N:24]=[C:23]([N:25]2[CH2:26][CH2:27][N:28]([CH2:2][CH2:3][CH2:4][CH2:5][N:6]3[C:11](=[O:12])[NH:10][C:9](=[O:13])[C:8]([CH3:14])=[N:7]3)[CH2:29][CH2:30]2)[CH:22]=[C:21]([C:31]([F:32])([F:33])[F:34])[N:20]=1)([CH3:18])([CH3:16])[CH3:17]. (2) Given the reactants [CH:1]([C:3]1[CH:4]=[C:5]([NH:10][C:11](=[O:17])[O:12][C:13]([CH3:16])([CH3:15])[CH3:14])[CH:6]=[C:7]([CH3:9])[CH:8]=1)=O.[C:18]([N:21]1[CH2:26][CH2:25][NH:24][CH2:23][CH2:22]1)(=[O:20])[CH3:19].[BH-](OC(C)=O)(OC(C)=O)OC(C)=O.[Na+], predict the reaction product. The product is: [C:18]([N:21]1[CH2:26][CH2:25][N:24]([CH2:1][C:3]2[CH:4]=[C:5]([NH:10][C:11](=[O:17])[O:12][C:13]([CH3:16])([CH3:15])[CH3:14])[CH:6]=[C:7]([CH3:9])[CH:8]=2)[CH2:23][CH2:22]1)(=[O:20])[CH3:19]. (3) Given the reactants [CH:1]1([CH2:4][N:5]2[CH:9]=[C:8]([C:10]3[N:15]=[C:14]([NH:16][C:17]4[N:22]=[CH:21][C:20]5[N:23]=[C:24]([CH3:29])[N:25]([CH:26]([CH3:28])[CH3:27])[C:19]=5[CH:18]=4)[CH:13]=[CH:12][N:11]=3)[C:7]([N+:30]([O-])=O)=[N:6]2)[CH2:3][CH2:2]1.[Cl-].[NH4+].O, predict the reaction product. The product is: [NH2:30][C:7]1[C:8]([C:10]2[N:15]=[C:14]([NH:16][C:17]3[N:22]=[CH:21][C:20]4[N:23]=[C:24]([CH3:29])[N:25]([CH:26]([CH3:28])[CH3:27])[C:19]=4[CH:18]=3)[CH:13]=[CH:12][N:11]=2)=[CH:9][N:5]([CH2:4][CH:1]2[CH2:3][CH2:2]2)[N:6]=1. (4) Given the reactants C([O:8][C:9](=[O:35])[CH:10]([NH:22][C:23](=[O:34])[CH2:24][CH2:25][C:26]1[CH:31]=[CH:30][C:29]([OH:32])=[C:28]([OH:33])[CH:27]=1)[CH2:11][C:12]([O:14]CC1C=CC=CC=1)=[O:13])C1C=CC=CC=1.[OH-].[Li+].Cl, predict the reaction product. The product is: [OH:33][C:28]1[CH:27]=[C:26]([CH2:25][CH2:24][C:23]([NH:22][CH:10]([CH2:11][C:12]([OH:14])=[O:13])[C:9]([OH:35])=[O:8])=[O:34])[CH:31]=[CH:30][C:29]=1[OH:32]. (5) Given the reactants [CH2:1]([O:3][C:4]1[CH:13]=[C:12](I)[CH:11]=[CH:10][C:5]=1[C:6]([O:8][CH3:9])=[O:7])[CH3:2].[F:15][C:16]1[CH:21]=[C:20]([F:22])[CH:19]=[CH:18][C:17]=1B(O)O, predict the reaction product. The product is: [CH2:1]([O:3][C:4]1[CH:13]=[C:12]([C:19]2[CH:18]=[CH:17][C:16]([F:15])=[CH:21][C:20]=2[F:22])[CH:11]=[CH:10][C:5]=1[C:6]([O:8][CH3:9])=[O:7])[CH3:2].